This data is from Catalyst prediction with 721,799 reactions and 888 catalyst types from USPTO. The task is: Predict which catalyst facilitates the given reaction. (1) Reactant: C([Li])CCC.[CH3:6][O:7][CH2:8][CH2:9][N:10]1[CH:14]=[N:13][CH:12]=[N:11]1.CN(C)[C:17](=[O:19])[CH3:18]. Product: [CH3:6][O:7][CH2:8][CH2:9][N:10]1[C:14]([C:17](=[O:19])[CH3:18])=[N:13][CH:12]=[N:11]1. The catalyst class is: 1. (2) Reactant: Cl.N1CCC(NC2OC3C=CC(OCCO)=CC=3N=2)CC1.[C:22]([O:26][C:27]([N:29]1[CH2:34][CH2:33][CH:32]([NH:35][C:36]2[O:37][C:38]3[CH:44]=[CH:43][C:42]([OH:45])=[CH:41][C:39]=3[N:40]=2)[CH2:31][CH2:30]1)=[O:28])([CH3:25])([CH3:24])[CH3:23].Br[CH2:47][CH2:48][O:49][CH:50]1[CH2:55][CH2:54][CH2:53][CH2:52][O:51]1.C(=O)([O-])[O-].[K+].[K+]. Product: [C:22]([O:26][C:27]([N:29]1[CH2:34][CH2:33][CH:32]([NH:35][C:36]2[O:37][C:38]3[CH:44]=[CH:43][C:42]([O:45][CH2:47][CH2:48][O:49][CH:50]4[CH2:55][CH2:54][CH2:53][CH2:52][O:51]4)=[CH:41][C:39]=3[N:40]=2)[CH2:31][CH2:30]1)=[O:28])([CH3:25])([CH3:23])[CH3:24]. The catalyst class is: 9. (3) The catalyst class is: 707. Product: [NH2:7][C:5]1[C:4]([C:10]#[N:11])=[N:3][N:2]([CH3:1])[CH:6]=1. Reactant: [CH3:1][N:2]1[CH:6]=[C:5]([N+:7]([O-])=O)[C:4]([C:10]#[N:11])=[N:3]1. (4) Reactant: [C:1]([C:4]([C@@H:17]1[CH2:21][CH2:20][NH:19][CH2:18]1)([C:11]1[CH:16]=[CH:15][CH:14]=[CH:13][CH:12]=1)[C:5]1[CH:10]=[CH:9][CH:8]=[CH:7][CH:6]=1)(=[O:3])[NH2:2].[CH3:22][O:23][CH:24]([O:32][CH3:33])[CH2:25][CH2:26][CH2:27][CH2:28][CH2:29][CH:30]=O.C(O[BH-](OC(=O)C)OC(=O)C)(=O)C.[Na+].C(=O)([O-])[O-].[K+].[K+]. Product: [C:1]([C:4]([C@@H:17]1[CH2:21][CH2:20][N:19]([CH2:30][CH2:29][CH2:28][CH2:27][CH2:26][CH2:25][CH:24]([O:23][CH3:22])[O:32][CH3:33])[CH2:18]1)([C:11]1[CH:12]=[CH:13][CH:14]=[CH:15][CH:16]=1)[C:5]1[CH:10]=[CH:9][CH:8]=[CH:7][CH:6]=1)(=[O:3])[NH2:2]. The catalyst class is: 4. (5) Reactant: [NH2:1][C:2]1[C:12]([O:13][CH3:14])=[CH:11][CH:10]=[C:4]2[C:5]([O:7][C:8](=[O:9])[C:3]=12)=[O:6].[CH2:15]([O:17][C:18]1[CH:19]=[C:20]([C@H:26]([NH2:32])[CH2:27][S:28]([CH3:31])(=[O:30])=[O:29])[CH:21]=[CH:22][C:23]=1[O:24][CH3:25])[CH3:16]. Product: [NH2:1][C:2]1[C:12]([O:13][CH3:14])=[CH:11][CH:10]=[C:4]2[C:5]([O:7][C:8](=[O:9])[C:3]=12)=[O:6].[NH2:1][C:2]1[C:12]([O:13][CH3:14])=[CH:11][CH:10]=[C:4]2[C:3]=1[C:8](=[O:9])[N:32]([C@@H:26]([C:20]1[CH:21]=[CH:22][C:23]([O:24][CH3:25])=[C:18]([O:17][CH2:15][CH3:16])[CH:19]=1)[CH2:27][S:28]([CH3:31])(=[O:30])=[O:29])[C:5]2=[O:7]. The catalyst class is: 15.